This data is from Peptide-MHC class II binding affinity with 134,281 pairs from IEDB. The task is: Regression. Given a peptide amino acid sequence and an MHC pseudo amino acid sequence, predict their binding affinity value. This is MHC class II binding data. (1) The peptide sequence is VEKSQLLNEFNNLYA. The MHC is DRB1_0701 with pseudo-sequence DRB1_0701. The binding affinity (normalized) is 0.619. (2) The peptide sequence is NGQIGNDPNRLIL. The MHC is DRB1_0301 with pseudo-sequence DRB1_0301. The binding affinity (normalized) is 0.125. (3) The binding affinity (normalized) is 0.382. The peptide sequence is LASSCQVAFSYFPPP. The MHC is DRB1_1201 with pseudo-sequence DRB1_1201.